This data is from Full USPTO retrosynthesis dataset with 1.9M reactions from patents (1976-2016). The task is: Predict the reactants needed to synthesize the given product. (1) Given the product [F:18][C:19]1[CH:24]=[CH:23][CH:22]=[CH:21][C:20]=1[CH:25]([C:3]1[C:4]2[C:9](=[CH:8][C:7]([C:10]([N:12]3[CH2:17][CH2:16][O:15][CH2:14][CH2:13]3)=[O:11])=[CH:6][CH:5]=2)[NH:1][CH:2]=1)[CH2:26][N+:27]([O-:29])=[O:28], predict the reactants needed to synthesize it. The reactants are: [NH:1]1[C:9]2[C:4](=[CH:5][CH:6]=[C:7]([C:10]([N:12]3[CH2:17][CH2:16][O:15][CH2:14][CH2:13]3)=[O:11])[CH:8]=2)[CH:3]=[CH:2]1.[F:18][C:19]1[CH:24]=[CH:23][CH:22]=[CH:21][C:20]=1/[CH:25]=[CH:26]/[N+:27]([O-:29])=[O:28]. (2) The reactants are: C(OC([N:8]1[CH2:12][C@H:11]([O:13][C:14]2[CH:19]=[CH:18][CH:17]=[C:16]([CH:20]([CH3:22])[CH3:21])[CH:15]=2)[C@H:10]([CH2:23][N:24]([C:31]2[CH:36]=[CH:35][C:34]([Cl:37])=[CH:33][CH:32]=2)[C:25]2[CH:30]=[CH:29][CH:28]=[CH:27][CH:26]=2)[CH2:9]1)=O)(C)(C)C. Given the product [Cl:37][C:34]1[CH:35]=[CH:36][C:31]([N:24]([CH2:23][C@@H:10]2[C@@H:11]([O:13][C:14]3[CH:19]=[CH:18][CH:17]=[C:16]([CH:20]([CH3:22])[CH3:21])[CH:15]=3)[CH2:12][NH:8][CH2:9]2)[C:25]2[CH:26]=[CH:27][CH:28]=[CH:29][CH:30]=2)=[CH:32][CH:33]=1, predict the reactants needed to synthesize it. (3) Given the product [NH2:36][C:35]1[CH:34]=[CH:33][C:32]([C:44]2[CH:49]=[CH:48][CH:47]=[CH:46][CH:45]=2)=[CH:31][C:30]=1[NH:29][C:8]([C:7]1[CH:11]=[CH:12][C:4]([NH:1][C:2]([N:26]2[CH2:27][CH2:28][C:22]3([CH2:23][CH2:24][N:20]([CH2:13][C:14]4[CH:15]=[CH:16][CH:17]=[CH:18][CH:19]=4)[CH2:21]3)[CH2:25]2)=[O:3])=[CH:5][CH:6]=1)=[O:9], predict the reactants needed to synthesize it. The reactants are: [N:1]([C:4]1[CH:12]=[CH:11][C:7]([C:8](Cl)=[O:9])=[CH:6][CH:5]=1)=[C:2]=[O:3].[CH2:13]([N:20]1[CH2:24][CH2:23][C:22]2([CH2:28][CH2:27][NH:26][CH2:25]2)[CH2:21]1)[C:14]1[CH:19]=[CH:18][CH:17]=[CH:16][CH:15]=1.[NH2:29][C:30]1[CH:31]=[C:32]([C:44]2[CH:49]=[CH:48][CH:47]=[CH:46][CH:45]=2)[CH:33]=[CH:34][C:35]=1[NH:36]C(=O)OC(C)(C)C.C(N(C(C)C)CC)(C)C.C(=O)([O-])[O-]. (4) The reactants are: NC1C(Cl)=CC(C(N[C@H]2CCNC[C@H]2OC)=[O:7])=C(OC)C=1.[OH:22][CH:23]([CH:27]([OH:31])[C:28]([OH:30])=[O:29])[C:24]([OH:26])=[O:25]. Given the product [OH2:7].[OH:22][CH:23]([CH:27]([OH:31])[C:28]([OH:30])=[O:29])[C:24]([OH:26])=[O:25], predict the reactants needed to synthesize it. (5) The reactants are: [CH3:1][C:2]1[N:6]([CH2:7][CH:8]2[C:21](=[O:22])[C:12]3[C:13]4[CH:14]=[CH:15][CH:16]=[CH:17][C:18]=4[N:19]([CH3:20])[C:11]=3[CH2:10][CH2:9]2)[CH:5]=[CH:4][N:3]=1.[ClH:23]. Given the product [CH3:1][C:2]1[N:6]([CH2:7][CH:8]2[C:21](=[O:22])[C:12]3[C:13]4[C:18]([N:19]([CH3:20])[C:11]=3[CH2:10][CH2:9]2)=[CH:17][CH:16]=[CH:15][CH:14]=4)[CH:5]=[CH:4][N:3]=1.[OH2:22].[OH2:22].[ClH:23], predict the reactants needed to synthesize it. (6) Given the product [CH3:1][C:2]1[C:10]2[N:6]([CH:7]=[C:8]([C:11]3[CH:16]=[CH:15][C:14]([OH:17])=[CH:13][CH:12]=3)[CH:9]=2)[CH:5]=[CH:4][CH:3]=1, predict the reactants needed to synthesize it. The reactants are: [CH3:1][C:2]1[C:10]2[N:6]([CH:7]=[C:8]([C:11]3[CH:16]=[CH:15][C:14]([O:17]C)=[CH:13][CH:12]=3)[CH:9]=2)[CH:5]=[CH:4][CH:3]=1.Br. (7) The reactants are: [CH:1]([C:4]1[CH:5]=[CH:6][C:7]([S:10]([N:13]([CH2:22][C:23](O)=[O:24])[C:14]2[CH:19]=[CH:18][CH:17]=[CH:16][C:15]=2[O:20][CH3:21])(=[O:12])=[O:11])=[N:8][CH:9]=1)([CH3:3])[CH3:2].[CH2:26]([NH:33][CH2:34][CH3:35])[C:27]1[CH:32]=[CH:31][CH:30]=[CH:29][CH:28]=1. Given the product [CH2:26]([N:33]([CH2:34][CH3:35])[C:23](=[O:24])[CH2:22][N:13]([S:10]([C:7]1[CH:6]=[CH:5][C:4]([CH:1]([CH3:2])[CH3:3])=[CH:9][N:8]=1)(=[O:12])=[O:11])[C:14]1[CH:19]=[CH:18][CH:17]=[CH:16][C:15]=1[O:20][CH3:21])[C:27]1[CH:32]=[CH:31][CH:30]=[CH:29][CH:28]=1, predict the reactants needed to synthesize it. (8) Given the product [O:7]=[C:2]1[CH2:3][O:4][CH2:5][CH2:6][N:1]1[C:9]1[CH:15]=[CH:14][C:12]([NH2:13])=[CH:11][CH:10]=1, predict the reactants needed to synthesize it. The reactants are: [NH:1]1[CH2:6][CH2:5][O:4][CH2:3][C:2]1=[O:7].I[C:9]1[CH:15]=[CH:14][C:12]([NH2:13])=[CH:11][CH:10]=1.CNCCNC.C([O-])([O-])=O.[K+].[K+].